Dataset: Forward reaction prediction with 1.9M reactions from USPTO patents (1976-2016). Task: Predict the product of the given reaction. Given the reactants Br[C:2]1[CH:7]=[CH:6][C:5]2[C:8]3([CH2:23][O:24][C:4]=2[CH:3]=1)[C:16]1[C:11](=[CH:12][CH:13]=[CH:14][CH:15]=1)[N:10]([CH2:17][CH2:18][CH2:19][CH2:20][CH3:21])[C:9]3=[O:22].Cl.CN(C)CC(O)=O.C(=O)([O-])[O-].[Cs+].[Cs+].[C:39]1([OH:45])[CH:44]=[CH:43][CH:42]=[CH:41][CH:40]=1, predict the reaction product. The product is: [CH2:17]([N:10]1[C:11]2[C:16](=[CH:15][CH:14]=[CH:13][CH:12]=2)[C:8]2([C:5]3[CH:6]=[CH:7][C:2]([O:45][C:39]4[CH:44]=[CH:43][CH:42]=[CH:41][CH:40]=4)=[CH:3][C:4]=3[O:24][CH2:23]2)[C:9]1=[O:22])[CH2:18][CH2:19][CH2:20][CH3:21].